Dataset: Forward reaction prediction with 1.9M reactions from USPTO patents (1976-2016). Task: Predict the product of the given reaction. (1) Given the reactants [C:1]([N:9]1[CH2:14][CH2:13][NH:12][CH2:11][CH2:10]1)(=[O:8])[C:2]1[CH:7]=[CH:6][CH:5]=[CH:4][CH:3]=1.C(=O)([O-])[O-].[K+].[K+].[CH3:21][C:22]1([O:25][CH2:24]1)[CH3:23], predict the reaction product. The product is: [OH:25][C:22]([CH3:24])([CH3:23])[CH2:21][N:12]1[CH2:13][CH2:14][N:9]([C:1]([C:2]2[CH:7]=[CH:6][CH:5]=[CH:4][CH:3]=2)=[O:8])[CH2:10][CH2:11]1. (2) Given the reactants [NH2:1][C:2]1[NH:3][C:4](=[O:28])[C:5]2[S:10][C:9](=[O:11])[N:8]([C@H:12]3[C@H:16]([C:17]#[N:18])[CH2:15][C@@H:14]([CH2:19][O:20][Si](C(C)(C)C)(C)C)[O:13]3)[C:6]=2[N:7]=1.CCCC[N+](CCCC)(CCCC)CCCC.[F-], predict the reaction product. The product is: [NH2:1][C:2]1[NH:3][C:4](=[O:28])[C:5]2[S:10][C:9](=[O:11])[N:8]([C@H:12]3[C@H:16]([C:17]#[N:18])[CH2:15][C@@H:14]([CH2:19][OH:20])[O:13]3)[C:6]=2[N:7]=1. (3) Given the reactants I[C:2]1[C:10]2[C:9]([NH2:11])=[N:8][CH:7]=[N:6][C:5]=2[N:4]([C@H:12]2[CH2:15][C@@H:14]([CH2:16][N:17]3[CH2:22][CH2:21][S:20](=[O:23])[CH2:19][CH2:18]3)[CH2:13]2)[CH:3]=1.C[C:25]12[O:31][C:28]([CH2:32][O:33][C:34]3[CH:39]=[CH:38][CH:37]=[C:36](B4OC(C)(C)C(C)(C)O4)[CH:35]=3)([CH2:29][CH2:30]1)[CH2:27][CH2:26]2, predict the reaction product. The product is: [C@:28]12([CH2:32][O:33][C:34]3[CH:39]=[C:38]([C:2]4[C:10]5[C:9]([NH2:11])=[N:8][CH:7]=[N:6][C:5]=5[N:4]([CH:12]5[CH2:15][CH:14]([CH2:16][N:17]6[CH2:22][CH2:21][S:20](=[O:23])[CH2:19][CH2:18]6)[CH2:13]5)[CH:3]=4)[CH:37]=[CH:36][CH:35]=3)[O:31][C@H:25]([CH2:30][CH2:29]1)[CH2:26][CH2:27]2. (4) Given the reactants [Cl:1][C:2]1[CH:3]=[CH:4][C:5]([NH2:24])=[C:6]2[C:10]=1[N:9]=[C:8]1[N:11]([C:16]3[CH:21]=[CH:20][C:19]([Cl:22])=[CH:18][C:17]=3[Cl:23])[CH2:12][CH2:13][CH2:14][CH2:15][N:7]21.[CH:25](=O)[CH3:26].[C:28](O[BH-](OC(=O)C)OC(=O)C)(=O)[CH3:29].[Na+], predict the reaction product. The product is: [Cl:1][C:2]1[CH:3]=[CH:4][C:5]([N:24]([CH2:25][CH3:26])[CH2:28][CH3:29])=[C:6]2[C:10]=1[N:9]=[C:8]1[N:11]([C:16]3[CH:21]=[CH:20][C:19]([Cl:22])=[CH:18][C:17]=3[Cl:23])[CH2:12][CH2:13][CH2:14][CH2:15][N:7]21. (5) Given the reactants [CH3:1][N:2]1[CH2:7][CH2:6][NH:5][CH2:4][CH2:3]1.Br[CH2:9][CH2:10][N:11]1[C:15](=[O:16])[C:14]2=[CH:17][CH:18]=[CH:19][CH:20]=[C:13]2[C:12]1=[O:21].C(=O)([O-])[O-].[K+].[K+], predict the reaction product. The product is: [CH3:1][N:2]1[CH2:7][CH2:6][N:5]([CH2:9][CH2:10][N:11]2[C:12](=[O:21])[C:13]3[C:14](=[CH:17][CH:18]=[CH:19][CH:20]=3)[C:15]2=[O:16])[CH2:4][CH2:3]1. (6) Given the reactants [CH:1]1([C:4]2[N:8]([C:9]3[CH:14]=[CH:13][CH:12]=[C:11]([C:15]([F:18])([F:17])[F:16])[CH:10]=3)[N:7]=[C:6]([CH3:19])[C:5]=2[C:20]([N:22]2[CH2:27][CH2:26][C:25](=O)[CH2:24][CH2:23]2)=[O:21])[CH2:3][CH2:2]1.[NH:29]1[CH2:33][CH2:32][CH2:31][C@H:30]1[CH2:34][OH:35], predict the reaction product. The product is: [CH:1]1([C:4]2[N:8]([C:9]3[CH:14]=[CH:13][CH:12]=[C:11]([C:15]([F:18])([F:16])[F:17])[CH:10]=3)[N:7]=[C:6]([CH3:19])[C:5]=2[C:20]([N:22]2[CH2:27][CH2:26][CH:25]([N:29]3[CH2:33][CH2:32][CH2:31][C@H:30]3[CH2:34][OH:35])[CH2:24][CH2:23]2)=[O:21])[CH2:3][CH2:2]1. (7) The product is: [CH3:46][O:45][C:35](=[O:44])[C@H:36]([O:1][C:2]1[C:3](=[O:34])[N:4]([C:27]2[N:28]=[N:29][C:30]([CH3:33])=[CH:31][CH:32]=2)[C@H:5]([C:16]2[CH:17]=[CH:18][C:19]([O:22][C:23]([F:25])([F:26])[F:24])=[CH:20][CH:21]=2)[C:6]=1[C:7](=[O:15])[C:8]1[CH:13]=[CH:12][C:11]([CH3:14])=[CH:10][CH:9]=1)[C:38]1[CH:39]=[CH:40][CH:41]=[CH:42][CH:43]=1. Given the reactants [OH:1][C:2]1[C:3](=[O:34])[N:4]([C:27]2[N:28]=[N:29][C:30]([CH3:33])=[CH:31][CH:32]=2)[CH:5]([C:16]2[CH:21]=[CH:20][C:19]([O:22][C:23]([F:26])([F:25])[F:24])=[CH:18][CH:17]=2)[C:6]=1[C:7](=[O:15])[C:8]1[CH:13]=[CH:12][C:11]([CH3:14])=[CH:10][CH:9]=1.[C:35]([O:45][CH3:46])(=[O:44])[C@H:36]([C:38]1[CH:43]=[CH:42][CH:41]=[CH:40][CH:39]=1)O, predict the reaction product.